From a dataset of Retrosynthesis with 50K atom-mapped reactions and 10 reaction types from USPTO. Predict the reactants needed to synthesize the given product. (1) Given the product N#Cc1ncc(N=C=S)cc1C(F)(F)F, predict the reactants needed to synthesize it. The reactants are: N#Cc1ncc(N)cc1C(F)(F)F.S=C(Cl)Cl. (2) Given the product O=C(NCc1ccccc1)c1ccc(Br)c(CN(Cc2ccccc2)C(=O)C2CC2)c1, predict the reactants needed to synthesize it. The reactants are: NCc1ccccc1.O=C(O)c1ccc(Br)c(CN(Cc2ccccc2)C(=O)C2CC2)c1.